Dataset: Forward reaction prediction with 1.9M reactions from USPTO patents (1976-2016). Task: Predict the product of the given reaction. (1) Given the reactants [C:1]([O:4][C@@H:5]1[C@H:9]([O:10][C:11](=[O:13])[CH3:12])[C@@H:8]([C:14]2[CH:18]=[C:17]([CH2:19][CH3:20])[O:16][N:15]=2)[O:7][C@H:6]1[N:21]1[CH:29]=[N:28][C:27]2[C:22]1=[N:23][C:24]([Cl:31])=[N:25][C:26]=2Cl)(=[O:3])[CH3:2].C(N(C(C)C)CC)(C)C.[CH2:41]([CH:43]([NH2:46])[CH2:44][CH3:45])[CH3:42], predict the reaction product. The product is: [C:1]([O:4][C@@H:5]1[C@H:9]([O:10][C:11](=[O:13])[CH3:12])[C@@H:8]([C:14]2[CH:18]=[C:17]([CH2:19][CH3:20])[O:16][N:15]=2)[O:7][C@H:6]1[N:21]1[CH:29]=[N:28][C:27]2[C:22]1=[N:23][C:24]([Cl:31])=[N:25][C:26]=2[NH:46][CH:43]([CH2:44][CH3:45])[CH2:41][CH3:42])(=[O:3])[CH3:2]. (2) Given the reactants [CH2:1]([Mg]Br)[CH3:2].[CH2:5]([N:12]([CH2:28][C:29]1[CH:34]=[CH:33][CH:32]=[CH:31][CH:30]=1)[C:13]([CH:15]1[CH2:19][CH2:18][N:17]([C@H:20]([C:22]2[CH:27]=[CH:26][CH:25]=[CH:24][CH:23]=2)[CH3:21])[CH2:16]1)=O)[C:6]1[CH:11]=[CH:10][CH:9]=[CH:8][CH:7]=1, predict the reaction product. The product is: [CH2:5]([N:12]([CH2:28][C:29]1[CH:34]=[CH:33][CH:32]=[CH:31][CH:30]=1)[C:13]1([C@@H:15]2[CH2:19][CH2:18][N:17]([C@H:20]([C:22]3[CH:27]=[CH:26][CH:25]=[CH:24][CH:23]=3)[CH3:21])[CH2:16]2)[CH2:2][CH2:1]1)[C:6]1[CH:11]=[CH:10][CH:9]=[CH:8][CH:7]=1. (3) Given the reactants Br[C:2]1[CH:3]=[C:4]([N:9]([S:14]([CH3:17])(=[O:16])=[O:15])S(C)(=O)=O)[C:5]([CH3:8])=[N:6][CH:7]=1.C1(P(C2C=CC=CC=2)C2C3OC4C(=CC=CC=4P(C4C=CC=CC=4)C4C=CC=CC=4)C(C)(C)C=3C=CC=2)C=CC=CC=1.CC(C)([O-])C.[Na+].[C:66](=[NH:79])([C:73]1[CH:78]=[CH:77][CH:76]=[CH:75][CH:74]=1)[C:67]1[CH:72]=[CH:71][CH:70]=[CH:69][CH:68]=1, predict the reaction product. The product is: [C:67]1([C:66](=[N:79][C:2]2[CH:3]=[C:4]([NH:9][S:14]([CH3:17])(=[O:16])=[O:15])[C:5]([CH3:8])=[N:6][CH:7]=2)[C:73]2[CH:74]=[CH:75][CH:76]=[CH:77][CH:78]=2)[CH:72]=[CH:71][CH:70]=[CH:69][CH:68]=1. (4) Given the reactants Br[CH2:2][C:3]1[C:15]2[C:14]3[CH:13]=[CH:12][C:11]([F:16])=[CH:10][C:9]=3[C:8]([O:17]COC)=[N:7][C:6]=2[N:5]([CH3:21])[N:4]=1.[NH:22]1[CH2:27][CH2:26][CH2:25][CH2:24]C1.C(=O)([O-])[O-].[K+].[K+].O, predict the reaction product. The product is: [F:16][C:11]1[CH:12]=[CH:13][C:14]2[C:15]3[C:3]([CH2:2][N:22]4[CH2:24][CH2:25][CH2:26][CH2:27]4)=[N:4][N:5]([CH3:21])[C:6]=3[NH:7][C:8](=[O:17])[C:9]=2[CH:10]=1. (5) Given the reactants [CH3:1][C:2]1[NH:3][C:4]2[C:9]([CH:10]=1)=[CH:8][CH:7]=[CH:6][C:5]=2[N+:11]([O-])=O.O.NN, predict the reaction product. The product is: [CH3:1][C:2]1[NH:3][C:4]2[C:9]([CH:10]=1)=[CH:8][CH:7]=[CH:6][C:5]=2[NH2:11]. (6) Given the reactants [CH3:1][Si:2]([CH3:5])([CH3:4])Cl.[CH3:6][C:7]1([C:13]2([Li])C=CC=C2)[CH2:12][CH2:11][CH2:10][CH2:9][CH2:8]1, predict the reaction product. The product is: [CH3:6][C:7]1([CH2:13][Si:2]([CH:5]2[CH:9]=[CH:8][CH:7]=[CH:6]2)([CH3:4])[CH3:1])[CH2:8][CH2:9][CH2:10][CH2:11][CH2:12]1. (7) The product is: [CH2:1]([N:4]1[CH2:13][CH2:12][C:11]2[C:6](=[CH:7][CH:8]=[C:9]([I:16])[CH:10]=2)[C:5]1=[O:15])[CH:2]=[CH2:3]. Given the reactants [CH2:1]([N:4]1[CH2:13][CH2:12][C:11]2[C:6](=[CH:7][CH:8]=[C:9](Br)[CH:10]=2)[C:5]1=[O:15])[CH:2]=[CH2:3].[I:16]C1C=C2C(=CC=1)C(=O)NCC2, predict the reaction product. (8) Given the reactants C(O[C:4]([C:6]1[N:7]=[N:8][N:9]([C:11]2[CH:16]=[C:15]([Cl:17])[CH:14]=[CH:13][C:12]=2[NH:18][S:19]([C:22]2[CH:27]=[CH:26][C:25]([C:28]([CH3:31])([CH3:30])[CH3:29])=[CH:24][CH:23]=2)(=[O:21])=[O:20])[CH:10]=1)=[O:5])C.[NH3:32], predict the reaction product. The product is: [C:28]([C:25]1[CH:26]=[CH:27][C:22]([S:19]([NH:18][C:12]2[CH:13]=[CH:14][C:15]([Cl:17])=[CH:16][C:11]=2[N:9]2[CH:10]=[C:6]([C:4]([NH2:32])=[O:5])[N:7]=[N:8]2)(=[O:20])=[O:21])=[CH:23][CH:24]=1)([CH3:31])([CH3:29])[CH3:30]. (9) Given the reactants [NH2:1][CH2:2][CH:3]([C:8]1([CH3:13])[O:12][CH2:11][CH2:10][O:9]1)[C:4]([O:6][CH3:7])=[O:5].[C:14]1([C:20]2[C:21]([O:23][C:24](=O)[CH:25]=2)=[O:22])[CH:19]=[CH:18][CH:17]=[CH:16][CH:15]=1, predict the reaction product. The product is: [O:22]=[C:21]1[C:20]([C:14]2[CH:19]=[CH:18][CH:17]=[CH:16][CH:15]=2)=[CH:25][C:24](=[O:23])[N:1]1[CH2:2][CH:3]([C:8]1([CH3:13])[O:9][CH2:10][CH2:11][O:12]1)[C:4]([O:6][CH3:7])=[O:5]. (10) Given the reactants Br[C:2]1[CH:9]=[CH:8][C:5]([C:6]#[N:7])=[C:4]([F:10])[CH:3]=1.[CH:11]([Sn](CCCC)(CCCC)CCCC)=[CH2:12], predict the reaction product. The product is: [F:10][C:4]1[CH:3]=[C:2]([CH:11]=[CH2:12])[CH:9]=[CH:8][C:5]=1[C:6]#[N:7].